Task: Predict which catalyst facilitates the given reaction.. Dataset: Catalyst prediction with 721,799 reactions and 888 catalyst types from USPTO (1) Reactant: [C:1]1([S:7]([N:10]2[C:18]3[C:13](=[CH:14][C:15]([O:19][CH2:20][CH2:21][NH:22][C:23](=O)[CH3:24])=[CH:16][CH:17]=3)[CH:12]=[CH:11]2)(=[O:9])=[O:8])[CH:6]=[CH:5][CH:4]=[CH:3][CH:2]=1.P(Cl)(Cl)(Cl)=O. Product: [CH3:24][C:23]1[C:14]2=[C:13]3[C:18](=[CH:17][CH:16]=[C:15]2[O:19][CH2:20][CH2:21][N:22]=1)[N:10]([S:7]([C:1]1[CH:6]=[CH:5][CH:4]=[CH:3][CH:2]=1)(=[O:9])=[O:8])[CH:11]=[CH:12]3. The catalyst class is: 10. (2) Reactant: [Li]CCCC.Br[C:7]1[CH:15]=[C:14]2[C:10]([CH2:11][O:12][C:13]2([CH3:17])[CH3:16])=[CH:9][CH:8]=1.[CH3:18][N:19]1[C:23]([CH:24]=[O:25])=[N:22][C:21]([C:26]2[CH:31]=[CH:30][CH:29]=[CH:28][CH:27]=2)=[N:20]1. Product: [CH3:16][C:13]1([CH3:17])[C:14]2[C:10](=[CH:9][CH:8]=[C:7]([CH:24]([C:23]3[N:19]([CH3:18])[N:20]=[C:21]([C:26]4[CH:27]=[CH:28][CH:29]=[CH:30][CH:31]=4)[N:22]=3)[OH:25])[CH:15]=2)[CH2:11][O:12]1. The catalyst class is: 1. (3) Product: [F:1][C:2]1([F:14])[CH2:13][CH2:12][C:5](=[O:17])[CH2:4][CH2:3]1. Reactant: [F:1][C:2]1([F:14])[CH2:13][CH2:12][C:5]2(C(=O)CCC2=O)[CH2:4][CH2:3]1.CC(C)=[O:17]. The catalyst class is: 33. (4) Reactant: C([NH:4][C:5]1[CH:10]=[CH:9][C:8]([S:11]([CH2:14][CH2:15][N:16]([CH2:19][CH3:20])[CH2:17][CH3:18])(=[O:13])=[O:12])=[CH:7][CH:6]=1)(=O)C.Cl. Product: [CH2:19]([N:16]([CH2:17][CH3:18])[CH2:15][CH2:14][S:11]([C:8]1[CH:7]=[CH:6][C:5]([NH2:4])=[CH:10][CH:9]=1)(=[O:13])=[O:12])[CH3:20]. The catalyst class is: 8. (5) Reactant: F[C:2]1[CH:7]=[CH:6][C:5]([F:8])=[CH:4][C:3]=1[N+:9]([O-:11])=[O:10].Cl.C([O:15][C:16](=[O:20])[C@H:17]([CH3:19])[NH2:18])C.[CH2:21](N(CC)CC)[CH3:22]. Product: [CH2:21]([N:18]([C:2]1[CH:7]=[CH:6][C:5]([F:8])=[CH:4][C:3]=1[N+:9]([O-:11])=[O:10])[C@H:17]([C:16]([OH:15])=[O:20])[CH3:19])[CH3:22]. The catalyst class is: 300. (6) Reactant: Cl[C:2]1[C:11]2[C:6](=[CH:7][C:8]([F:13])=[CH:9][C:10]=2[F:12])[N:5]=[C:4]([N:14]2[CH2:19][CH2:18][CH2:17][CH2:16][C:15]2=[O:20])[C:3]=1[CH3:21].[O:22]1[CH2:27][CH2:26][N:25]([C:28]2[C:33]([NH2:34])=[CH:32][C:31]([N:35]3[CH2:40][CH2:39][O:38][CH2:37][CH2:36]3)=[CH:30][N:29]=2)[CH2:24][CH2:23]1. Product: [N:25]1([C:28]2[C:33]([NH:34][C:2]3[C:11]4[C:6](=[CH:7][C:8]([F:13])=[CH:9][C:10]=4[F:12])[N:5]=[C:4]([N:14]4[CH2:19][CH2:18][CH2:17][CH2:16][C:15]4=[O:20])[C:3]=3[CH3:21])=[CH:32][C:31]([N:35]3[CH2:36][CH2:37][O:38][CH2:39][CH2:40]3)=[CH:30][N:29]=2)[CH2:24][CH2:23][O:22][CH2:27][CH2:26]1. The catalyst class is: 11.